From a dataset of Forward reaction prediction with 1.9M reactions from USPTO patents (1976-2016). Predict the product of the given reaction. (1) Given the reactants Cl[C:2]1[C:7]([Cl:8])=[CH:6][N:5]=[C:4]2[N:9](S(C3C=CC(C)=CC=3)(=O)=O)[C:10]([C:12]3[CH:17]=[CH:16][C:15]([CH2:18][N:19]4[CH2:23][CH2:22][CH2:21][CH2:20]4)=[CH:14][CH:13]=3)=[CH:11][C:3]=12.C([Sn](CCCC)(CCCC)[C:39]1[CH:40]=[CH:41][C:42]([C:45]2([OH:49])[CH2:48][CH2:47][CH2:46]2)=[N:43][CH:44]=1)CCC, predict the reaction product. The product is: [Cl:8][C:7]1[C:2]([C:39]2[CH:40]=[CH:41][C:42]([C:45]3([OH:49])[CH2:48][CH2:47][CH2:46]3)=[N:43][CH:44]=2)=[C:3]2[CH:11]=[C:10]([C:12]3[CH:17]=[CH:16][C:15]([CH2:18][N:19]4[CH2:23][CH2:22][CH2:21][CH2:20]4)=[CH:14][CH:13]=3)[NH:9][C:4]2=[N:5][CH:6]=1. (2) Given the reactants [CH2:1]([O:8][C@@H:9]1[C@@H:14]([O:15][CH2:16][C:17]2[CH:22]=[CH:21][CH:20]=[CH:19][CH:18]=2)[CH:13]=C[O:11][C@H:10]1[CH3:23])[C:2]1[CH:7]=[CH:6][CH:5]=[CH:4][CH:3]=1.C([O-])(O)=[O:25].[Na+].O=[O+][O-].[BH4-].[Na+].CC([O-])=O.[Na+], predict the reaction product. The product is: [CH2:16]([O:15][C@H:14]([C@@H:9]([O:8][CH2:1][C:2]1[CH:3]=[CH:4][CH:5]=[CH:6][CH:7]=1)[C@@H:10]([OH:11])[CH3:23])[CH2:13][OH:25])[C:17]1[CH:18]=[CH:19][CH:20]=[CH:21][CH:22]=1. (3) Given the reactants [F:1][C:2]1[CH:7]=[CH:6][CH:5]=[CH:4][C:3]=1[N:8]1[C:12]([C:13]2[CH:18]=[CH:17][N:16]=[CH:15][CH:14]=2)=[C:11]([C:19]([O:21]CC)=O)[N:10]=[N:9]1.[F:24][C:25]1[CH:34]=[CH:33][C:28]([C:29](=[N:31]O)[NH2:30])=[CH:27][CH:26]=1, predict the reaction product. The product is: [F:1][C:2]1[CH:7]=[CH:6][CH:5]=[CH:4][C:3]=1[N:8]1[C:12]([C:13]2[CH:14]=[CH:15][N:16]=[CH:17][CH:18]=2)=[C:11]([C:19]2[O:21][N:31]=[C:29]([C:28]3[CH:33]=[CH:34][C:25]([F:24])=[CH:26][CH:27]=3)[N:30]=2)[N:10]=[N:9]1. (4) The product is: [CH3:36][N:37]([CH3:42])[CH2:38][CH2:39][N:40]([CH3:41])[C:11]([C@H:8]1[CH2:7][CH2:6][C@H:5]([C:3]([O:2][CH3:1])=[O:4])[CH2:10][CH2:9]1)=[O:13]. Given the reactants [CH3:1][O:2][C:3]([C@H:5]1[CH2:10][CH2:9][C@H:8]([C:11]([OH:13])=O)[CH2:7][CH2:6]1)=[O:4].ON1C2C=CC=CC=2N=N1.Cl.C(N=C=NCCCN(C)C)C.[CH3:36][N:37]([CH3:42])[CH2:38][CH2:39][NH:40][CH3:41].C(=O)([O-])O.[Na+], predict the reaction product. (5) Given the reactants [O:1]1[CH2:6][CH2:5][N:4]([C:7]2[S:8][N:9]=[C:10]3[CH:15]=[C:14](Br)[CH:13]=[N:12][C:11]=23)[CH2:3][CH2:2]1.[NH2:17][C:18]1[CH:23]=[CH:22][C:21](B2OC(C)(C)C(C)(C)O2)=[CH:20][C:19]=1[O:33][CH3:34].C([O-])([O-])=O.[K+].[K+], predict the reaction product. The product is: [CH3:34][O:33][C:19]1[CH:20]=[C:21]([C:14]2[CH:13]=[N:12][C:11]3=[C:7]([N:4]4[CH2:5][CH2:6][O:1][CH2:2][CH2:3]4)[S:8][N:9]=[C:10]3[CH:15]=2)[CH:22]=[CH:23][C:18]=1[NH2:17]. (6) Given the reactants [CH:1]1([CH2:5][NH:6][C:7]([C:9]2[C:14]([NH:15][C:16]([C:18]3[C:27]4[C:22](=[CH:23][CH:24]=[CH:25][CH:26]=4)[C:21]([CH2:28][N:29]4[CH:33]=[CH:32][N:31]=[N:30]4)=[CH:20][CH:19]=3)=[O:17])=[CH:13][CH:12]=[C:11]([OH:34])[N:10]=2)=[O:8])[CH2:4][CH2:3][CH2:2]1.Br[CH2:36][CH2:37][OH:38], predict the reaction product. The product is: [CH:1]1([CH2:5][NH:6][C:7]([C:9]2[C:14]([NH:15][C:16]([C:18]3[C:27]4[C:22](=[CH:23][CH:24]=[CH:25][CH:26]=4)[C:21]([CH2:28][N:29]4[CH:33]=[CH:32][N:31]=[N:30]4)=[CH:20][CH:19]=3)=[O:17])=[CH:13][CH:12]=[C:11]([O:34][CH2:36][CH2:37][OH:38])[N:10]=2)=[O:8])[CH2:4][CH2:3][CH2:2]1. (7) Given the reactants [CH3:1][O:2][C:3]1[CH:4]=[C:5]2[C:10](=[CH:11][CH:12]=1)[N:9]=[C:8]([NH:13][CH2:14][CH2:15][O:16][CH3:17])[C:7]([CH2:18]O)=[CH:6]2.O=S(Cl)[Cl:22], predict the reaction product. The product is: [ClH:22].[Cl:22][CH2:18][C:7]1[C:8]([NH:13][CH2:14][CH2:15][O:16][CH3:17])=[N:9][C:10]2[C:5]([CH:6]=1)=[CH:4][C:3]([O:2][CH3:1])=[CH:12][CH:11]=2. (8) Given the reactants [C:1]([C:3]1[C:4]([F:19])=[CH:5][CH:6]=[C:7]2[C:11]=1[NH:10][CH:9]=[C:8]2/[CH:12]=[CH:13]/[C:14]([O:16][CH2:17][CH3:18])=[O:15])#[N:2], predict the reaction product. The product is: [C:1]([C:3]1[C:4]([F:19])=[CH:5][CH:6]=[C:7]2[C:11]=1[NH:10][CH:9]=[C:8]2[CH2:12][CH2:13][C:14]([O:16][CH2:17][CH3:18])=[O:15])#[N:2].